Dataset: Forward reaction prediction with 1.9M reactions from USPTO patents (1976-2016). Task: Predict the product of the given reaction. (1) Given the reactants [CH2:1]([S:3][C:4]1[CH:9]=[CH:8][C:7]([CH2:10][C:11]2[C:12]([O:17][C@@H:18]3[O:26][C@H:25]([CH2:27][OH:28])[C@@H:23]([OH:24])[C@H:21]([OH:22])[C@H:19]3[OH:20])=[N:13][NH:14][C:15]=2[CH3:16])=[CH:6][CH:5]=1)[CH3:2].[CH2:29]([O:31][C:32](Cl)=[O:33])[CH3:30].[C:35]([OH:47])(=[O:46])CC(CC(O)=O)(C(O)=O)O.[CH3:48][C:49]1C=C(C)C=C(C)N=1, predict the reaction product. The product is: [CH2:29]([O:31][C:32]([N:14]1[C:15]([CH3:16])=[C:11]([CH2:10][C:7]2[CH:8]=[CH:9][C:4]([S:3][CH2:1][CH3:2])=[CH:5][CH:6]=2)[C:12]([O:17][C@@H:18]2[O:26][C@H:25]([CH2:27][O:28][C:35]([O:47][CH2:48][CH3:49])=[O:46])[C@@H:23]([OH:24])[C@H:21]([OH:22])[C@H:19]2[OH:20])=[N:13]1)=[O:33])[CH3:30]. (2) Given the reactants [F:1][C:2]([F:20])([F:19])[O:3][C:4]1[CH:9]=[CH:8][CH:7]=[CH:6][C:5]=1[C:10]1[CH:11]=[C:12]([CH:16]=[CH:17][CH:18]=1)[C:13]([NH2:15])=O.O.[NH2:22]N.COC(OC)[N:27]([CH3:29])C, predict the reaction product. The product is: [F:1][C:2]([F:20])([F:19])[O:3][C:4]1[CH:9]=[CH:8][CH:7]=[CH:6][C:5]=1[C:10]1[CH:11]=[C:12]([C:13]2[N:27]=[CH:29][NH:22][N:15]=2)[CH:16]=[CH:17][CH:18]=1. (3) The product is: [O:16]1[C:20]2[CH:21]=[CH:22][C:23]([C:2]3[CH:7]=[CH:6][C:5]([NH:8][C:9]4[CH:14]=[CH:13][CH:12]=[CH:11][C:10]=4[CH3:15])=[CH:4][CH:3]=3)=[CH:24][C:19]=2[CH2:18][CH2:17]1. Given the reactants Br[C:2]1[CH:7]=[CH:6][C:5]([NH:8][C:9]2[CH:14]=[CH:13][CH:12]=[CH:11][C:10]=2[CH3:15])=[CH:4][CH:3]=1.[O:16]1[C:20]2[CH:21]=[CH:22][C:23](B(O)O)=[CH:24][C:19]=2[CH2:18][CH2:17]1.P([O-])([O-])([O-])=O.[K+].[K+].[K+], predict the reaction product. (4) Given the reactants [CH3:1][CH:2]([S:4]([NH:7][CH:8]1[CH2:13][CH2:12][CH2:11][CH:10]=[C:9]1[C:14]1[CH:19]=[CH:18][C:17](OS(OC(F)(F)F)=O)=[CH:16][CH:15]=1)(=[O:6])=[O:5])[CH3:3].[NH2:28][C:29]1[CH:30]=[C:31](Br)[CH:32]=[CH:33][CH:34]=1, predict the reaction product. The product is: [NH2:28][C:29]1[CH:34]=[C:33]([C:17]2[CH:18]=[CH:19][C:14]([C:9]3[CH:8]([NH:7][S:4]([CH:2]([CH3:3])[CH3:1])(=[O:6])=[O:5])[CH2:13][CH2:12][CH2:11][CH:10]=3)=[CH:15][CH:16]=2)[CH:32]=[CH:31][CH:30]=1. (5) Given the reactants [CH2:1]([C:4]1[CH:9]=[CH:8][C:7]([CH2:10][OH:11])=[CH:6][CH:5]=1)[C:2]#[CH:3].Br[C:13]1[C:14]([NH:21][CH:22]2[CH2:27][CH2:26][CH2:25][CH2:24][CH2:23]2)=[N:15][C:16]([C:19]#[N:20])=[N:17][CH:18]=1.C(N(CC)CC)C, predict the reaction product. The product is: [CH:22]1([N:21]2[C:14]3[N:15]=[C:16]([C:19]#[N:20])[N:17]=[CH:18][C:13]=3[CH:3]=[C:2]2[CH2:1][C:4]2[CH:9]=[CH:8][C:7]([CH2:10][OH:11])=[CH:6][CH:5]=2)[CH2:23][CH2:24][CH2:25][CH2:26][CH2:27]1. (6) Given the reactants Br[C:2]1[CH:3]=[C:4]([N+:19]([O-:21])=[O:20])[C:5]2[N:9]=[C:8]([CH3:10])[N:7]([CH2:11][C:12]3[CH:17]=[CH:16][CH:15]=[CH:14][CH:13]=3)[C:6]=2[CH:18]=1.[NH:22]1[CH2:27][CH2:26][O:25][CH2:24][CH2:23]1.C([O-])([O-])=O.[Cs+].[Cs+].CC(C1C=C(C(C)C)C(C2C=CC=CC=2P(C2CCCCC2)C2CCCCC2)=C(C(C)C)C=1)C, predict the reaction product. The product is: [CH3:10][C:8]1[N:7]([CH2:11][C:12]2[CH:17]=[CH:16][CH:15]=[CH:14][CH:13]=2)[C:6]2[CH:18]=[C:2]([N:22]3[CH2:27][CH2:26][O:25][CH2:24][CH2:23]3)[CH:3]=[C:4]([N+:19]([O-:21])=[O:20])[C:5]=2[N:9]=1.